Task: Regression. Given two drug SMILES strings and cell line genomic features, predict the synergy score measuring deviation from expected non-interaction effect.. Dataset: NCI-60 drug combinations with 297,098 pairs across 59 cell lines (1) Drug 1: CC1C(C(CC(O1)OC2CC(CC3=C2C(=C4C(=C3O)C(=O)C5=C(C4=O)C(=CC=C5)OC)O)(C(=O)C)O)N)O.Cl. Drug 2: CC=C1C(=O)NC(C(=O)OC2CC(=O)NC(C(=O)NC(CSSCCC=C2)C(=O)N1)C(C)C)C(C)C. Cell line: SF-539. Synergy scores: CSS=53.2, Synergy_ZIP=-8.06, Synergy_Bliss=-14.0, Synergy_Loewe=-26.9, Synergy_HSA=-11.3. (2) Drug 1: C1=NC2=C(N1)C(=S)N=C(N2)N. Drug 2: CC1=C(C(=O)C2=C(C1=O)N3CC4C(C3(C2COC(=O)N)OC)N4)N. Cell line: SK-MEL-2. Synergy scores: CSS=35.4, Synergy_ZIP=-16.3, Synergy_Bliss=-16.3, Synergy_Loewe=-23.9, Synergy_HSA=-14.4. (3) Drug 1: C1=CC(=CC=C1CCCC(=O)O)N(CCCl)CCCl. Drug 2: COC1=NC(=NC2=C1N=CN2C3C(C(C(O3)CO)O)O)N. Cell line: U251. Synergy scores: CSS=23.9, Synergy_ZIP=4.05, Synergy_Bliss=6.23, Synergy_Loewe=-10.7, Synergy_HSA=2.52. (4) Drug 1: C(CCl)NC(=O)N(CCCl)N=O. Drug 2: CC1CCCC2(C(O2)CC(NC(=O)CC(C(C(=O)C(C1O)C)(C)C)O)C(=CC3=CSC(=N3)C)C)C. Cell line: NCI-H322M. Synergy scores: CSS=39.6, Synergy_ZIP=1.33, Synergy_Bliss=-1.74, Synergy_Loewe=-29.8, Synergy_HSA=-2.13. (5) Drug 1: CCC(=C(C1=CC=CC=C1)C2=CC=C(C=C2)OCCN(C)C)C3=CC=CC=C3.C(C(=O)O)C(CC(=O)O)(C(=O)O)O. Drug 2: C1CN(P(=O)(OC1)NCCCl)CCCl. Cell line: RXF 393. Synergy scores: CSS=1.95, Synergy_ZIP=-1.10, Synergy_Bliss=-0.483, Synergy_Loewe=0.267, Synergy_HSA=0.0661. (6) Drug 1: CC1=C(C(=CC=C1)Cl)NC(=O)C2=CN=C(S2)NC3=CC(=NC(=N3)C)N4CCN(CC4)CCO. Drug 2: CNC(=O)C1=NC=CC(=C1)OC2=CC=C(C=C2)NC(=O)NC3=CC(=C(C=C3)Cl)C(F)(F)F. Cell line: HT29. Synergy scores: CSS=68.8, Synergy_ZIP=3.45, Synergy_Bliss=4.48, Synergy_Loewe=4.45, Synergy_HSA=11.0. (7) Drug 1: C1CN(CCN1C(=O)CCBr)C(=O)CCBr. Drug 2: CC(C)CN1C=NC2=C1C3=CC=CC=C3N=C2N. Cell line: KM12. Synergy scores: CSS=22.0, Synergy_ZIP=-7.10, Synergy_Bliss=-8.12, Synergy_Loewe=-9.53, Synergy_HSA=-9.48. (8) Drug 1: CC1C(C(=O)NC(C(=O)N2CCCC2C(=O)N(CC(=O)N(C(C(=O)O1)C(C)C)C)C)C(C)C)NC(=O)C3=C4C(=C(C=C3)C)OC5=C(C(=O)C(=C(C5=N4)C(=O)NC6C(OC(=O)C(N(C(=O)CN(C(=O)C7CCCN7C(=O)C(NC6=O)C(C)C)C)C)C(C)C)C)N)C. Drug 2: CC1=C(C=C(C=C1)C(=O)NC2=CC(=CC(=C2)C(F)(F)F)N3C=C(N=C3)C)NC4=NC=CC(=N4)C5=CN=CC=C5. Cell line: RPMI-8226. Synergy scores: CSS=24.7, Synergy_ZIP=30.0, Synergy_Bliss=32.1, Synergy_Loewe=23.3, Synergy_HSA=24.1.